This data is from Forward reaction prediction with 1.9M reactions from USPTO patents (1976-2016). The task is: Predict the product of the given reaction. (1) Given the reactants CON(C)[C:4]1[N:9]=[C:8]([NH:10][CH2:11][CH2:12][CH3:13])[N:7]=[C:6]([NH:14][CH2:15][C:16]#[CH:17])[N:5]=1.CN(C1N=C(NCCC)N=C(NCC([Cl:37])=C)N=1)OC.N1C(Cl)=NC(Cl)=NC=1Cl.C(N)CC.CNOC, predict the reaction product. The product is: [Cl:37][C:4]1[N:9]=[C:8]([NH:10][CH2:11][CH2:12][CH3:13])[N:7]=[C:6]([NH:14][CH2:15][C:16]#[CH:17])[N:5]=1. (2) Given the reactants Cl[C:2]1[S:6][C:5]([C:7](=[O:9])[CH3:8])=[CH:4][C:3]=1[N+:10]([O-:12])=[O:11].[CH3:13][C:14]1[C:23]2[C:18](=[CH:19][C:20]([SH:24])=[CH:21][CH:22]=2)[O:17][C:16](=[O:25])[CH:15]=1, predict the reaction product. The product is: [C:7]([C:5]1[S:6][C:2]([S:24][C:20]2[CH:19]=[C:18]3[C:23]([C:14]([CH3:13])=[CH:15][C:16](=[O:25])[O:17]3)=[CH:22][CH:21]=2)=[C:3]([N+:10]([O-:12])=[O:11])[CH:4]=1)(=[O:9])[CH3:8].